Dataset: Full USPTO retrosynthesis dataset with 1.9M reactions from patents (1976-2016). Task: Predict the reactants needed to synthesize the given product. (1) Given the product [CH2:1]1[CH:10]2[CH:5]([CH2:6][CH2:7][CH2:8][CH2:9]2)[CH2:4][CH2:3][CH:2]1[O:11][C:29]1[CH:30]=[C:25]2[C:26](=[CH:27][CH:28]=1)[CH:35]=[C:34]([C@:49]1([CH3:50])[CH2:47][O:46][C:44](=[O:45])[NH:36]1)[CH:33]=[CH:32]2, predict the reactants needed to synthesize it. The reactants are: [CH:1]1[C:10]2[C:5](=[CH:6][CH:7]=[CH:8][CH:9]=2)[CH:4]=[CH:3][C:2]=1[OH:11].[C:25]1(P([C:25]2[CH:30]=[CH:29][CH:28]=[CH:27][CH:26]=2)[C:25]2[CH:30]=[CH:29][CH:28]=[CH:27][CH:26]=2)[CH:30]=[CH:29][CH:28]=[CH:27][CH:26]=1.O1[CH2:35][CH2:34][CH2:33][CH2:32]1.[N:36]([C:44]([O:46][CH:47]([CH3:49])C)=[O:45])=[N:36][C:44]([O:46][CH:47](C)[CH3:49])=[O:45].[CH2:50](Cl)Cl. (2) Given the product [CH3:9][O:8][C:5]1[CH:6]=[CH:7][C:2]([C:13]2[CH:18]=[CH:17][CH:16]=[CH:15][CH:14]=2)=[C:3]([N+:10]([O-:12])=[O:11])[CH:4]=1, predict the reactants needed to synthesize it. The reactants are: Br[C:2]1[CH:7]=[CH:6][C:5]([O:8][CH3:9])=[CH:4][C:3]=1[N+:10]([O-:12])=[O:11].[C:13]1(OB(O)O)[CH:18]=[CH:17][CH:16]=[CH:15][CH:14]=1.C(=O)([O-])[O-].[Cs+].[Cs+]. (3) Given the product [CH:1]1([CH2:4][N:5]([S:18]([C:21]2[S:22][CH:23]=[CH:24][CH:25]=2)(=[O:20])=[O:19])[C:6]2[CH:7]=[CH:8][CH:9]=[C:10]3[C:14]=2[NH:13][C:12]([C:15](=[S:35])[NH2:17])=[CH:11]3)[CH2:3][CH2:2]1, predict the reactants needed to synthesize it. The reactants are: [CH:1]1([CH2:4][N:5]([S:18]([C:21]2[S:22][CH:23]=[CH:24][CH:25]=2)(=[O:20])=[O:19])[C:6]2[CH:7]=[CH:8][CH:9]=[C:10]3[C:14]=2[NH:13][C:12]([C:15]([NH2:17])=O)=[CH:11]3)[CH2:3][CH2:2]1.COC1C=CC(P2(SP(C3C=CC(OC)=CC=3)(=S)S2)=[S:35])=CC=1. (4) The reactants are: S(Cl)(Cl)=O.O.[C:6]([OH:16])(=[O:15])[C:7]1[NH:14][C:12](=[O:13])[NH:11][C:9](=[O:10])[CH:8]=1.N1C=CC=C[CH:18]=1. Given the product [CH3:18][C:8]1[C:9](=[O:10])[NH:11][C:12](=[O:13])[NH:14][C:7]=1[C:6]([OH:16])=[O:15].[OH:13][C:12]1[N:11]=[C:9]([OH:10])[CH:8]=[C:7]([C:6]([O:16][CH3:18])=[O:15])[N:14]=1, predict the reactants needed to synthesize it.